This data is from Catalyst prediction with 721,799 reactions and 888 catalyst types from USPTO. The task is: Predict which catalyst facilitates the given reaction. (1) Reactant: OC1C2N=NNC=2C=CC=1.[F:11][C:12]1[CH:17]=[CH:16][C:15]([C:18]2[S:22][C:21]([CH3:23])=[N:20][C:19]=2[C:24]([OH:26])=O)=[CH:14][CH:13]=1.[CH2:27]1[C:29]2([CH2:34][CH2:33][NH:32][CH:31]([CH2:35][NH:36][C:37]3[CH:46]=[CH:45][C:44]([Cl:47])=[CH:43][C:38]=3[C:39]([O:41][CH3:42])=[O:40])[CH2:30]2)[CH2:28]1. Product: [Cl:47][C:44]1[CH:45]=[CH:46][C:37]([NH:36][CH2:35][CH:31]2[N:32]([C:24]([C:19]3[N:20]=[C:21]([CH3:23])[S:22][C:18]=3[C:15]3[CH:14]=[CH:13][C:12]([F:11])=[CH:17][CH:16]=3)=[O:26])[CH2:33][CH2:34][C:29]3([CH2:27][CH2:28]3)[CH2:30]2)=[C:38]([CH:43]=1)[C:39]([O:41][CH3:42])=[O:40]. The catalyst class is: 4. (2) Reactant: [CH3:1][O:2][C:3]1[C:4]([O:30][CH3:31])=[CH:5][C:6]2[C:15]3[C:10](=[C:11]4[CH:19]=[C:18]5[O:20][CH2:21][O:22][C:17]5=[CH:16][C:12]4=[N:13][CH:14]=3)[N:9]([CH2:23][CH2:24][N:25]([CH3:27])[CH3:26])[C:8](=O)[C:7]=2[CH:29]=1.[H-].[H-].[H-].[H-].[Li+].[Al+3]. Product: [CH3:1][O:2][C:3]1[C:4]([O:30][CH3:31])=[CH:5][C:6]2[C:15]3[C:10](=[C:11]4[CH:19]=[C:18]5[O:20][CH2:21][O:22][C:17]5=[CH:16][C:12]4=[N:13][CH:14]=3)[N:9]([CH2:23][CH2:24][N:25]([CH3:26])[CH3:27])[CH2:8][C:7]=2[CH:29]=1. The catalyst class is: 1.